From a dataset of Full USPTO retrosynthesis dataset with 1.9M reactions from patents (1976-2016). Predict the reactants needed to synthesize the given product. (1) Given the product [ClH:4].[Cl:4][C:5]1[C:14]2[C:9](=[CH:10][CH:11]=[CH:12][CH:13]=2)[C:8]([NH:2][NH2:3])=[N:7][N:6]=1, predict the reactants needed to synthesize it. The reactants are: O.[NH2:2][NH2:3].[Cl:4][C:5]1[C:14]2[C:9](=[CH:10][CH:11]=[CH:12][CH:13]=2)[C:8](Cl)=[N:7][N:6]=1. (2) Given the product [CH:1]([N:3]([CH2:12][C@@H:13]([CH2:17][CH2:18][CH2:19][CH3:20])[C:14]([F:27])=[O:15])[O:4][CH2:5][C:6]1[CH:11]=[CH:10][CH:9]=[CH:8][CH:7]=1)=[O:2], predict the reactants needed to synthesize it. The reactants are: [CH:1]([N:3]([CH2:12][C@@H:13]([CH2:17][CH2:18][CH2:19][CH3:20])[C:14](O)=[O:15])[O:4][CH2:5][C:6]1[CH:11]=[CH:10][CH:9]=[CH:8][CH:7]=1)=[O:2].N1C=CC=CC=1.[F:27]C1N=C(F)N=C(F)N=1.